From a dataset of Catalyst prediction with 721,799 reactions and 888 catalyst types from USPTO. Predict which catalyst facilitates the given reaction. Reactant: [CH3:1][O:2][C:3]1[CH:21]=[C:20]([C:22]([F:25])([F:24])[F:23])[CH:19]=[CH:18][C:4]=1[C:5]([NH:7][CH2:8][CH2:9][N:10]1[CH:14]=[C:13]([C:15]([OH:17])=O)[N:12]=[N:11]1)=[O:6].[B:26]1([C@@H:39]([NH2:47])[CH2:40][C:41]2[CH:46]=[CH:45][CH:44]=[CH:43][CH:42]=2)[O:34][C@:33]2([CH3:35])[C@@H:28]([CH2:29][C@H:30]3[C:36]([CH3:38])([CH3:37])[C@@H:32]2[CH2:31]3)[O:27]1.Cl.C(N(CC)C(C)C)(C)C.CN(C(ON1N=NC2C=CC=NC1=2)=[N+](C)C)C.F[P-](F)(F)(F)(F)F. Product: [C:41]1([CH2:40][C@H:39]([NH:47][C:15]([C:13]2[N:12]=[N:11][N:10]([CH2:9][CH2:8][NH:7][C:5](=[O:6])[C:4]3[CH:18]=[CH:19][C:20]([C:22]([F:25])([F:24])[F:23])=[CH:21][C:3]=3[O:2][CH3:1])[CH:14]=2)=[O:17])[B:26]2[O:27][C@H:28]3[C@:33]([CH3:35])([C@H:32]4[CH2:31][C@@H:30]([CH2:29]3)[C:36]4([CH3:37])[CH3:38])[O:34]2)[CH:46]=[CH:45][CH:44]=[CH:43][CH:42]=1. The catalyst class is: 3.